From a dataset of Forward reaction prediction with 1.9M reactions from USPTO patents (1976-2016). Predict the product of the given reaction. (1) Given the reactants Cl[C:2]1[CH:7]=[C:6]([S:8]([CH3:11])(=[O:10])=[O:9])[CH:5]=[C:4]([Cl:12])[CH:3]=1.[Cl:13][C:14]1[C:22]2[N:21]=[C:20]([CH3:23])[N:19]([C:24]3[CH:25]=[C:26]([OH:30])[CH:27]=[CH:28][CH:29]=3)[C:18]=2[CH:17]=[CH:16][CH:15]=1, predict the reaction product. The product is: [Cl:13][C:14]1[C:22]2[N:21]=[C:20]([CH3:23])[N:19]([C:24]3[CH:29]=[CH:28][CH:27]=[C:26]([O:30][C:2]4[CH:7]=[C:6]([S:8]([CH3:11])(=[O:10])=[O:9])[CH:5]=[C:4]([Cl:12])[CH:3]=4)[CH:25]=3)[C:18]=2[CH:17]=[CH:16][CH:15]=1. (2) Given the reactants [F:1][C:2]1[C:3]([NH:12][C:13]2([CH3:19])[CH2:17][CH2:16][CH2:15][CH:14]2[NH2:18])=[N:4][CH:5]=[C:6]([C:8]([F:11])([F:10])[F:9])[CH:7]=1.[N:20]1[N:21]([C:25]2[C:26]([C:31](O)=[O:32])=[N:27][CH:28]=[CH:29][CH:30]=2)[N:22]=[CH:23][CH:24]=1.C(Cl)CCl.N1C2C(=NC=CC=2)N(O)N=1.C(N(CC)CC)C, predict the reaction product. The product is: [F:1][C:2]1[C:3]([NH:12][C:13]2([CH3:19])[CH2:17][CH2:16][CH2:15][CH:14]2[NH:18][C:31]([C:26]2[C:25]([N:21]3[N:22]=[CH:23][CH:24]=[N:20]3)=[CH:30][CH:29]=[CH:28][N:27]=2)=[O:32])=[N:4][CH:5]=[C:6]([C:8]([F:11])([F:9])[F:10])[CH:7]=1.